Dataset: Full USPTO retrosynthesis dataset with 1.9M reactions from patents (1976-2016). Task: Predict the reactants needed to synthesize the given product. (1) The reactants are: [Cl:1][C:2]1[CH:7]=[C:6]([C:8]2[N:9]=[C:10](NN)[C:11]3[C:17]([O:18][CH3:19])=[CH:16][N:15]=[CH:14][C:12]=3[N:13]=2)[CH:5]=[CH:4][N:3]=1.O1CCOCC1.O. Given the product [Cl:1][C:2]1[CH:7]=[C:6]([C:8]2[N:9]=[CH:10][C:11]3[C:17]([O:18][CH3:19])=[CH:16][N:15]=[CH:14][C:12]=3[N:13]=2)[CH:5]=[CH:4][N:3]=1, predict the reactants needed to synthesize it. (2) The reactants are: Cl[C:2]1[CH:3]=[C:4]([C:8]2[CH:13]=[CH:12][C:11]([NH:14][C:15]([NH:17][C:18]3[CH:23]=[CH:22][C:21]([O:24][C:25]4[CH:30]=[CH:29][N:28]=[C:27]([NH:31][CH2:32][CH2:33][CH2:34][CH2:35][N:36]([CH3:38])[CH3:37])[N:26]=4)=[CH:20][C:19]=3C)=[O:16])=[CH:10][C:9]=2[C:40]([F:43])([F:42])[F:41])[CH:5]=[CH:6][CH:7]=1.NC1C=CC(OC2C=CN=C(NCCCCN(C)C)N=2)=CC=1.C(Cl)[Cl:67].CO. Given the product [Cl:67][C:10]1[C:9]([C:40]([F:41])([F:43])[F:42])=[C:8]([C:4]2[CH:5]=[CH:6][CH:7]=[CH:2][CH:3]=2)[CH:13]=[CH:12][C:11]=1[NH:14][C:15]([NH:17][C:18]1[CH:23]=[CH:22][C:21]([O:24][C:25]2[CH:30]=[CH:29][N:28]=[C:27]([NH:31][CH2:32][CH2:33][CH2:34][CH2:35][N:36]([CH3:37])[CH3:38])[N:26]=2)=[CH:20][CH:19]=1)=[O:16], predict the reactants needed to synthesize it. (3) Given the product [CH3:36][O:35][C:32]1[CH:33]=[CH:34][C:29]([C:28]([O:43][CH2:44][C@H:45]2[O:49][C@@H:48]([N:50]3[C:59]4[N:58]=[CH:57][N:56]=[C:54]([NH:55][C:9](=[O:10])[CH2:8][O:1][C:2]5[CH:7]=[CH:6][CH:5]=[CH:4][CH:3]=5)[C:53]=4[N:52]=[CH:51]3)[C@H:47]([O:60][Si:61]([C:64]([CH3:65])([CH3:66])[CH3:67])([CH3:62])[CH3:63])[CH2:46]2)([C:37]2[CH:38]=[CH:39][CH:40]=[CH:41][CH:42]=2)[C:27]2[CH:68]=[CH:69][C:24]([O:23][CH3:22])=[CH:25][CH:26]=2)=[CH:30][CH:31]=1, predict the reactants needed to synthesize it. The reactants are: [O:1]([CH2:8][C:9](Cl)=[O:10])[C:2]1[CH:7]=[CH:6][CH:5]=[CH:4][CH:3]=1.ON1C2C=CC=CC=2N=N1.[CH3:22][O:23][C:24]1[CH:69]=[CH:68][C:27]([C:28]([O:43][CH2:44][C@H:45]2[O:49][C@@H:48]([N:50]3[C:59]4[N:58]=[CH:57][N:56]=[C:54]([NH2:55])[C:53]=4[N:52]=[CH:51]3)[C@H:47]([O:60][Si:61]([C:64]([CH3:67])([CH3:66])[CH3:65])([CH3:63])[CH3:62])[CH2:46]2)([C:37]2[CH:42]=[CH:41][CH:40]=[CH:39][CH:38]=2)[C:29]2[CH:34]=[CH:33][C:32]([O:35][CH3:36])=[CH:31][CH:30]=2)=[CH:26][CH:25]=1.C([O-])(O)=O.[Na+].